From a dataset of Full USPTO retrosynthesis dataset with 1.9M reactions from patents (1976-2016). Predict the reactants needed to synthesize the given product. (1) Given the product [Cl:21][C:22]1[CH:27]=[CH:26][C:25]([NH:28][C:29]([NH:1][CH2:2][C:3]2[CH:4]=[C:5]3[C:9](=[CH:10][CH:11]=2)[C:8](=[O:12])[N:7]([CH:13]2[CH2:18][CH2:17][C:16](=[O:19])[NH:15][C:14]2=[O:20])[CH2:6]3)=[O:30])=[C:24]([CH3:31])[CH:23]=1, predict the reactants needed to synthesize it. The reactants are: [NH2:1][CH2:2][C:3]1[CH:4]=[C:5]2[C:9](=[CH:10][CH:11]=1)[C:8](=[O:12])[N:7]([CH:13]1[CH2:18][CH2:17][C:16](=[O:19])[NH:15][C:14]1=[O:20])[CH2:6]2.[Cl:21][C:22]1[CH:27]=[CH:26][C:25]([N:28]=[C:29]=[O:30])=[C:24]([CH3:31])[CH:23]=1.Cl. (2) Given the product [NH2:22][C:7]1[CH:6]=[C:5]([CH:10]=[CH:9][C:8]=1[S:11][C:12]1[CH:17]=[CH:16][CH:15]=[CH:14][C:13]=1[C:18]([OH:20])=[O:19])[C:4]([OH:25])=[O:3], predict the reactants needed to synthesize it. The reactants are: C([O:3][C:4](=[O:25])[C:5]1[CH:10]=[CH:9][C:8]([S:11][C:12]2[CH:17]=[CH:16][CH:15]=[CH:14][C:13]=2[C:18]([O:20]C)=[O:19])=[C:7]([N+:22]([O-])=O)[CH:6]=1)C.[Li+].[OH-]. (3) Given the product [F:21][C:22]1[C:23]([C:2]2[N:7]=[C:6]([NH:8][C:9]([CH:11]3[CH2:13][CH2:12]3)=[O:10])[CH:5]=[N:4][C:3]=2[C:14]2[CH:19]=[CH:18][N:17]=[CH:16][C:15]=2[F:20])=[N:24][CH:25]=[C:26]([F:32])[CH:27]=1, predict the reactants needed to synthesize it. The reactants are: Cl[C:2]1[N:7]=[C:6]([NH:8][C:9]([CH:11]2[CH2:13][CH2:12]2)=[O:10])[CH:5]=[N:4][C:3]=1[C:14]1[CH:19]=[CH:18][N:17]=[CH:16][C:15]=1[F:20].[F:21][C:22]1[C:23]([Sn](CCCC)(CCCC)CCCC)=[N:24][CH:25]=[C:26]([F:32])[C:27]=1[Si](C)(C)C.[Cl-].[Li+]. (4) Given the product [SH:8][C:9]1[C:14](=[O:15])[N:13]2[C:16]3([CH2:24][CH2:23][CH2:22][CH2:21][CH2:20]3)[NH:17][C:18](=[O:19])[C:12]2=[C:11]([CH3:25])[CH:10]=1, predict the reactants needed to synthesize it. The reactants are: COC1C=CC(C[S:8][C:9]2[C:14](=[O:15])[N:13]3[C:16]4([CH2:24][CH2:23][CH2:22][CH2:21][CH2:20]4)[NH:17][C:18](=[O:19])[C:12]3=[C:11]([CH3:25])[CH:10]=2)=CC=1.CS(O)(=O)=O.O.